Dataset: Peptide-MHC class I binding affinity with 185,985 pairs from IEDB/IMGT. Task: Regression. Given a peptide amino acid sequence and an MHC pseudo amino acid sequence, predict their binding affinity value. This is MHC class I binding data. (1) The peptide sequence is AEFKYIAAV. The MHC is HLA-A29:02 with pseudo-sequence HLA-A29:02. The binding affinity (normalized) is 0. (2) The peptide sequence is ERYFRINSL. The MHC is HLA-A11:01 with pseudo-sequence HLA-A11:01. The binding affinity (normalized) is 0. (3) The peptide sequence is RMMGVKYLM. The MHC is HLA-A03:19 with pseudo-sequence HLA-A03:19. The binding affinity (normalized) is 0.373. (4) The peptide sequence is YFVPNLKDM. The binding affinity (normalized) is 0.213. The MHC is HLA-B40:01 with pseudo-sequence HLA-B40:01. (5) The peptide sequence is LTFLHTLYK. The MHC is HLA-B08:03 with pseudo-sequence HLA-B08:03. The binding affinity (normalized) is 0.0847. (6) The peptide sequence is VEITPYKPTW. The MHC is HLA-A33:01 with pseudo-sequence HLA-A33:01. The binding affinity (normalized) is 0. (7) The binding affinity (normalized) is 0. The peptide sequence is YALINLVQY. The MHC is HLA-A68:01 with pseudo-sequence HLA-A68:01.